From a dataset of Reaction yield outcomes from USPTO patents with 853,638 reactions. Predict the reaction yield, written as a fraction of the theoretical maximum amount of product (1.0 means a 100% yield; for example, 0.34 means a 34% yield). (1) The reactants are C(Cl)(=O)C(Cl)=O.CS(C)=O.[Cl:11][C:12]1[N:17]=[C:16]2[CH:18]([OH:21])[CH2:19][CH2:20][C:15]2=[CH:14][CH:13]=1.C(N(CC)CC)C. The catalyst is ClCCl. The product is [Cl:11][C:12]1[N:17]=[C:16]2[C:18](=[O:21])[CH2:19][CH2:20][C:15]2=[CH:14][CH:13]=1. The yield is 0.850. (2) The reactants are [CH2:1]([O:8][C:9]1[CH:10]=[C:11]([CH2:22][CH2:23][C:24](O)=[O:25])[CH:12]=[N:13][C:14]=1[NH:15][C:16]1[S:17][CH:18]=[C:19]([CH3:21])[N:20]=1)[C:2]1[CH:7]=[CH:6][CH:5]=[CH:4][CH:3]=1.C(N(CC)CC)C.C([Cl:39])(=O)OCC.[CH3:40][N:41]1[CH2:46][CH2:45][NH:44][CH2:43][CH2:42]1.[ClH:47]. The catalyst is C1COCC1. The product is [ClH:39].[ClH:47].[CH2:1]([O:8][C:9]1[CH:10]=[C:11]([CH2:22][CH2:23][C:24]([N:44]2[CH2:45][CH2:46][N:41]([CH3:40])[CH2:42][CH2:43]2)=[O:25])[CH:12]=[N:13][C:14]=1[NH:15][C:16]1[S:17][CH:18]=[C:19]([CH3:21])[N:20]=1)[C:2]1[CH:7]=[CH:6][CH:5]=[CH:4][CH:3]=1. The yield is 0.702.